This data is from Reaction yield outcomes from USPTO patents with 853,638 reactions. The task is: Predict the reaction yield, written as a fraction of the theoretical maximum amount of product (1.0 means a 100% yield; for example, 0.34 means a 34% yield). (1) The reactants are [NH:1]1[C:9]2[C:4](=[CH:5][CH:6]=[C:7]([C:10]([OH:12])=[O:11])[CH:8]=2)[CH:3]=[N:2]1.[C:13](=O)([O-])[O-].[Na+].[Na+].IC.C(=O)(O)[O-].[Na+]. The catalyst is CN(C)C=O. The product is [NH:1]1[C:9]2[C:4](=[CH:5][CH:6]=[C:7]([C:10]([O:12][CH3:13])=[O:11])[CH:8]=2)[CH:3]=[N:2]1. The yield is 0.900. (2) The reactants are [NH2:1][C:2]1[CH:7]=[CH:6][CH:5]=[CH:4][N:3]=1.C([O:10][C:11](=O)[CH2:12][C:13]([CH2:15][Cl:16])=O)C. No catalyst specified. The product is [CH:6]1[CH:5]=[CH:4][N:3]2[C:2](=[N:1][C:13]([CH2:15][Cl:16])=[CH:12][C:11]2=[O:10])[CH:7]=1. The yield is 0.990.